Dataset: Reaction yield outcomes from USPTO patents with 853,638 reactions. Task: Predict the reaction yield, written as a fraction of the theoretical maximum amount of product (1.0 means a 100% yield; for example, 0.34 means a 34% yield). (1) The reactants are [CH:1]#[C:2][CH3:3].[C:4]([O:8][C:9](=[O:18])[NH:10][C:11]1[CH:16]=[CH:15][N:14]=[CH:13][C:12]=1I)([CH3:7])([CH3:6])[CH3:5].C(OCC)(=O)C.[Cl-].[NH4+]. The catalyst is CN(C=O)C.C(N(CC)CC)C.Cl[Pd](Cl)([P](C1C=CC=CC=1)(C1C=CC=CC=1)C1C=CC=CC=1)[P](C1C=CC=CC=1)(C1C=CC=CC=1)C1C=CC=CC=1.[Cu]I. The product is [C:4]([O:8][C:9](=[O:18])[NH:10][C:11]1[CH:16]=[CH:15][N:14]=[CH:13][C:12]=1[C:1]#[C:2][CH3:3])([CH3:7])([CH3:6])[CH3:5]. The yield is 0.980. (2) The reactants are C(N(CC)CC)C.[CH2:8]([NH:12][CH2:13][C:14]1[C:23]2[C:18](=[CH:19][CH:20]=[CH:21][CH:22]=2)[C:17]([O:24][CH3:25])=[C:16]([O:26][CH3:27])[CH:15]=1)[CH2:9][CH2:10][CH3:11].[C:28](Cl)([CH3:30])=[O:29]. The catalyst is C(Cl)Cl. The product is [C:28]([N:12]([CH2:13][C:14]1[C:23]2[C:18](=[CH:19][CH:20]=[CH:21][CH:22]=2)[C:17]([O:24][CH3:25])=[C:16]([O:26][CH3:27])[CH:15]=1)[CH2:8][CH2:9][CH2:10][CH3:11])(=[O:29])[CH3:30]. The yield is 1.00. (3) The reactants are C([O:3][C:4](=O)[CH:5]=[C:6]([O:24][C:25]1[CH:30]=[CH:29][CH:28]=[CH:27][C:26]=1[Cl:31])[CH2:7][NH:8][C@H:9]([C:20]([O:22][CH3:23])=[O:21])[CH2:10][CH2:11][O:12][Si:13]([C:16]([CH3:19])([CH3:18])[CH3:17])([CH3:15])[CH3:14])C. The catalyst is C(#N)C. The product is [CH3:23][O:22][C:20](=[O:21])[C@@H:9]([N:8]1[CH2:7][C:6]([O:24][C:25]2[CH:30]=[CH:29][CH:28]=[CH:27][C:26]=2[Cl:31])=[CH:5][C:4]1=[O:3])[CH2:10][CH2:11][O:12][Si:13]([C:16]([CH3:19])([CH3:18])[CH3:17])([CH3:14])[CH3:15]. The yield is 0.490. (4) The reactants are [Cl:1][C:2]1[CH:7]=[C:6]([Cl:8])[CH:5]=[CH:4][C:3]=1[C:9]1[C:10]([O:18][CH2:19][CH2:20][CH3:21])=[N:11][CH:12]=[C:13]([CH:17]=1)[C:14]([OH:16])=O.CN(C(ON1N=NC2C=CC=CC1=2)=[N+](C)C)C.[B-](F)(F)(F)F.[NH2:44][C@@H:45]1[CH2:50][CH2:49][CH2:48][CH2:47][C@H:46]1[OH:51].CCN(C(C)C)C(C)C. The catalyst is C(O)(=O)C.CN(C=O)C. The product is [Cl:1][C:2]1[CH:7]=[C:6]([Cl:8])[CH:5]=[CH:4][C:3]=1[C:9]1[C:10]([O:18][CH2:19][CH2:20][CH3:21])=[N:11][CH:12]=[C:13]([CH:17]=1)[C:14]([NH:44][C@@H:45]1[CH2:50][CH2:49][CH2:48][CH2:47][C@H:46]1[OH:51])=[O:16]. The yield is 0.850. (5) The reactants are [CH3:1][C:2]([C:19]1[CH:24]=[CH:23][N:22]=[C:21]([NH:25][C:26](=[O:32])[O:27][C:28]([CH3:31])([CH3:30])[CH3:29])[CH:20]=1)([CH3:18])[CH2:3][O:4][C:5]1[C:14]2[C:9](=[CH:10][CH:11]=[CH:12][CH:13]=2)[C:8]([N+:15]([O-])=O)=[CH:7][CH:6]=1.CC(O)=O.C(Cl)Cl.[H][H]. The catalyst is CO.[Pt]. The product is [NH2:15][C:8]1[C:9]2[C:14](=[CH:13][CH:12]=[CH:11][CH:10]=2)[C:5]([O:4][CH2:3][C:2]([C:19]2[CH:24]=[CH:23][N:22]=[C:21]([NH:25][C:26](=[O:32])[O:27][C:28]([CH3:31])([CH3:30])[CH3:29])[CH:20]=2)([CH3:18])[CH3:1])=[CH:6][CH:7]=1. The yield is 0.840. (6) The reactants are [CH3:1][O:2][CH2:3][C@@H:4]1[CH2:8][N:7]([C:9]([O:11][C:12]([CH3:15])([CH3:14])[CH3:13])=[O:10])[C@H:6]([C:16]([O:18]C)=[O:17])[CH2:5]1.[Li+].[OH-].Cl. The catalyst is C1COCC1.CO. The product is [C:12]([O:11][C:9]([N:7]1[CH2:8][C@@H:4]([CH2:3][O:2][CH3:1])[CH2:5][C@H:6]1[C:16]([OH:18])=[O:17])=[O:10])([CH3:15])([CH3:13])[CH3:14]. The yield is 0.990. (7) The reactants are [Cl:1][C:2]1[CH:28]=[CH:27][C:5]([C:6]([NH:8][NH:9][C:10](=O)[C@H:11]([NH:15][C:16]2[CH:21]=[CH:20][C:19]([C:22]#[N:23])=[C:18]([Cl:24])[C:17]=2[CH3:25])[C@@H:12]([OH:14])[CH3:13])=[O:7])=[CH:4][CH:3]=1.C1(C)C=CC(S(O)(=O)=O)=CC=1.CCN(P1(N(C)CCCN1C)=NC(C)(C)C)CC. The catalyst is C1COCC1. The product is [Cl:24][C:18]1[C:17]([CH3:25])=[C:16]([NH:15][C@@H:11]([C:10]2[O:7][C:6]([C:5]3[CH:4]=[CH:3][C:2]([Cl:1])=[CH:28][CH:27]=3)=[N:8][N:9]=2)[C@@H:12]([OH:14])[CH3:13])[CH:21]=[CH:20][C:19]=1[C:22]#[N:23]. The yield is 0.180. (8) The reactants are [NH2:1][C:2]1[CH:3]=[CH:4][N:5]([CH3:27])[C:6]2[C:7]=1[CH:8]=[CH:9][C:10]1[N:19]([C:20]3[CH:25]=[CH:24][C:23]([F:26])=[CH:22][CH:21]=3)[CH2:18][CH:17]=[C:12]3[NH:13][C:14](=[O:16])[C:15]=2[C:11]=13.C(N(CC)C(C)C)(C)C.CN(C(ON1N=NC2C=CC=NC1=2)=[N+](C)C)C.F[P-](F)(F)(F)(F)F.[N:61]1([CH2:67][CH2:68][C:69](O)=[O:70])[CH2:66][CH2:65][CH2:64][CH2:63][CH2:62]1. The catalyst is CN(C)C(=O)C. The product is [F:26][C:23]1[CH:22]=[CH:21][C:20]([N:19]2[C:10]3=[C:11]4[C:15](=[C:6]5[N:5]([CH3:27])[CH:4]=[CH:3][C:2]([NH:1][C:69](=[O:70])[CH2:68][CH2:67][N:61]6[CH2:66][CH2:65][CH2:64][CH2:63][CH2:62]6)=[C:7]5[CH:8]=[CH:9]3)[C:14](=[O:16])[NH:13][C:12]4=[CH:17][CH2:18]2)=[CH:25][CH:24]=1. The yield is 0.0400. (9) The reactants are [H-].[Al+3].[Li+].[H-].[H-].[H-].[CH:7]([NH:9][C:10]([C:18]1[CH:23]=[CH:22][CH:21]=[CH:20][CH:19]=1)([CH2:16][CH3:17])[C:11](OCC)=[O:12])=O.S([O-])([O-])(=O)=O.[Mg+2].C(OCC)C. The catalyst is C1COCC1. The product is [CH3:7][NH:9][C:10]([C:18]1[CH:23]=[CH:22][CH:21]=[CH:20][CH:19]=1)([CH2:16][CH3:17])[CH2:11][OH:12]. The yield is 0.780.